This data is from Peptide-MHC class I binding affinity with 185,985 pairs from IEDB/IMGT. The task is: Regression. Given a peptide amino acid sequence and an MHC pseudo amino acid sequence, predict their binding affinity value. This is MHC class I binding data. The peptide sequence is FPFYYAAAF. The MHC is Mamu-A2201 with pseudo-sequence Mamu-A2201. The binding affinity (normalized) is 0.845.